Dataset: Full USPTO retrosynthesis dataset with 1.9M reactions from patents (1976-2016). Task: Predict the reactants needed to synthesize the given product. (1) Given the product [CH3:1][C:2]1[CH:7]=[CH:6][C:5]([C:8]2[N:9]([C:18]3[CH:23]=[CH:22][C:21]([S:24]([CH3:27])(=[O:26])=[O:25])=[CH:20][CH:19]=3)[CH:10]=[C:11]([C:13]([F:15])([F:16])[F:14])[N:12]=2)=[CH:4][N:3]=1, predict the reactants needed to synthesize it. The reactants are: [CH3:1][C:2]1[CH:7]=[CH:6][C:5]([C:8]2[N:9]([C:18]3[CH:23]=[CH:22][C:21]([S:24]([CH3:27])(=[O:26])=[O:25])=[CH:20][CH:19]=3)[CH2:10][C:11](O)([C:13]([F:16])([F:15])[F:14])[N:12]=2)=[CH:4][N:3]=1.O.C1(C)C=CC(S(O)(=O)=O)=CC=1. (2) Given the product [OH:20][CH2:21][CH2:22][O:23][C:24]1[CH:31]=[CH:30][C:27]([C:28]2[NH:6][C:4](=[O:5])[C:3]3[C:2](=[CH:10][C:9]([O:11][CH3:12])=[CH:8][C:7]=3[O:13][CH3:14])[N:1]=2)=[CH:26][C:25]=1[O:32][CH3:33], predict the reactants needed to synthesize it. The reactants are: [NH2:1][C:2]1[CH:10]=[C:9]([O:11][CH3:12])[CH:8]=[C:7]([O:13][CH3:14])[C:3]=1[C:4]([NH2:6])=[O:5].C([Si](C)(C)[O:20][CH2:21][CH2:22][O:23][C:24]1[CH:31]=[CH:30][C:27]([CH:28]=O)=[CH:26][C:25]=1[O:32][CH3:33])(C)(C)C.S([O-])(O)=O.[Na+].O.C1(C)C=CC(S(O)(=O)=O)=CC=1. (3) Given the product [CH:14]1([CH:12]2[C:6]3[C:5](=[CH:4][C:3]([O:2][CH3:1])=[CH:8][CH:7]=3)[CH2:9][CH2:10][N:11]2[C:20]2[CH:25]=[CH:24][CH:23]=[CH:22][CH:21]=2)[CH2:19][CH2:18][CH2:17][CH2:16][CH2:15]1, predict the reactants needed to synthesize it. The reactants are: [CH3:1][O:2][C:3]1[CH:4]=[C:5]([CH2:9][CH2:10][N:11]([C:20]2[CH:25]=[CH:24][CH:23]=[CH:22][CH:21]=2)[C:12]([CH:14]2[CH2:19][CH2:18][CH2:17][CH2:16][CH2:15]2)=O)[CH:6]=[CH:7][CH:8]=1.[BH4-].[Na+]. (4) Given the product [Cl:19][C:20]1[CH:26]=[C:25]([Cl:27])[CH:24]=[C:23]([CH3:28])[C:21]=1[NH:22][C:2]1[N:6]([CH3:7])[C:5]2[C:8]([CH:14]([CH2:17][CH3:18])[CH2:15][CH3:16])=[CH:9][CH:10]=[C:11]([OH:12])[C:4]=2[N:3]=1, predict the reactants needed to synthesize it. The reactants are: Cl[C:2]1[N:6]([CH3:7])[C:5]2[C:8]([CH:14]([CH2:17][CH3:18])[CH2:15][CH3:16])=[CH:9][CH:10]=[C:11]([O:12]C)[C:4]=2[N:3]=1.[Cl:19][C:20]1[CH:26]=[C:25]([Cl:27])[CH:24]=[C:23]([CH3:28])[C:21]=1[NH2:22].